From a dataset of Full USPTO retrosynthesis dataset with 1.9M reactions from patents (1976-2016). Predict the reactants needed to synthesize the given product. The reactants are: Cl.[C:2]([O:6][C:7](=[O:13])[C@@H:8]1[CH2:12][CH2:11][CH2:10][NH:9]1)([CH3:5])([CH3:4])[CH3:3].CC[N:16]([CH:20]([CH3:22])[CH3:21])[CH:17]([CH3:19])C.CN(C([O:30]N1N=NC2C=CC=NC1=2)=[N+](C)C)C.F[P-](F)(F)(F)(F)F.C(OCC)(=O)C. Given the product [NH:16]1[CH2:17][CH2:19][CH2:22][C@H:20]1[C:21]([N:9]1[CH2:10][CH2:11][CH2:12][C@H:8]1[C:7]([O:6][C:2]([CH3:5])([CH3:3])[CH3:4])=[O:13])=[O:30], predict the reactants needed to synthesize it.